From a dataset of Catalyst prediction with 721,799 reactions and 888 catalyst types from USPTO. Predict which catalyst facilitates the given reaction. Reactant: [OH:1][CH2:2][CH2:3][CH2:4][CH2:5][CH2:6][CH2:7][CH2:8][O:9][C:10]1[CH:15]=[CH:14][N:13]=[C:12]([CH2:16]O)[C:11]=1[CH3:18].S(Cl)([Cl:21])=O.C(=O)([O-])[O-].[Na+].[Na+]. Product: [OH:1][CH2:2][CH2:3][CH2:4][CH2:5][CH2:6][CH2:7][CH2:8][O:9][C:10]1[CH:15]=[CH:14][N:13]=[C:12]([CH2:16][Cl:21])[C:11]=1[CH3:18]. The catalyst class is: 4.